Task: Predict the product of the given reaction.. Dataset: Forward reaction prediction with 1.9M reactions from USPTO patents (1976-2016) Given the reactants N1C=CC=CC=1.[C:7](Cl)(Cl)=[O:8].[CH3:11][O:12][C:13]1[CH:19]=[CH:18][C:17]([C:20]([F:23])([F:22])[F:21])=[CH:16][C:14]=1[NH2:15].[N:24]1[CH:29]=[CH:28][C:27]([S:30][C:31]2[CH:32]=[C:33]([CH:35]=[CH:36][CH:37]=2)[NH2:34])=[CH:26][CH:25]=1, predict the reaction product. The product is: [CH3:11][O:12][C:13]1[CH:19]=[CH:18][C:17]([C:20]([F:21])([F:22])[F:23])=[CH:16][C:14]=1[NH:15][C:7]([NH:34][C:33]1[CH:35]=[CH:36][CH:37]=[C:31]([S:30][C:27]2[CH:28]=[CH:29][N:24]=[CH:25][CH:26]=2)[CH:32]=1)=[O:8].